From a dataset of Forward reaction prediction with 1.9M reactions from USPTO patents (1976-2016). Predict the product of the given reaction. (1) Given the reactants [I:1][C:2]1[CH:7]=[CH:6][C:5]([C:8]([C:10]2[CH:15]=[CH:14][C:13]([O:16]C)=[CH:12][CH:11]=2)=[O:9])=[CH:4][CH:3]=1.B(Br)(Br)Br, predict the reaction product. The product is: [I:1][C:2]1[CH:7]=[CH:6][C:5]([C:8]([C:10]2[CH:15]=[CH:14][C:13]([OH:16])=[CH:12][CH:11]=2)=[O:9])=[CH:4][CH:3]=1. (2) The product is: [N:14]1[CH:15]=[CH:16][C:17]([CH:24]=[CH:5][C:3]#[N:4])=[CH:18][CH:19]=1. Given the reactants [H-].[Na+].[C:3]([CH2:5]P(=O)(OCC)OCC)#[N:4].[N:14]1[CH:19]=[CH:18][CH:17]=[CH:16][C:15]=1C=O.O.O1CCC[CH2:24]1, predict the reaction product. (3) The product is: [C:41]([CH:38]1[CH2:39][CH2:40][N:35]([C:25]([N:14]2[CH2:15][CH:16]([C:17]3[CH:22]=[CH:21][C:20]([Cl:23])=[C:19]([Cl:24])[CH:18]=3)[CH:12]([CH:10]([O:9][C:6]3[CH:5]=[CH:4][C:3]([C:1]#[N:2])=[CH:8][N:7]=3)[CH3:11])[CH2:13]2)=[O:26])[CH2:36][CH2:37]1)#[N:42]. Given the reactants [C:1]([C:3]1[CH:4]=[CH:5][C:6]([O:9][CH:10]([CH:12]2[CH:16]([C:17]3[CH:22]=[CH:21][C:20]([Cl:23])=[C:19]([Cl:24])[CH:18]=3)[CH2:15][N:14]([C:25](Cl)=[O:26])[CH2:13]2)[CH3:11])=[N:7][CH:8]=1)#[N:2].CCN(CC)CC.[NH:35]1[CH2:40][CH2:39][CH:38]([C:41]#[N:42])[CH2:37][CH2:36]1, predict the reaction product. (4) Given the reactants [NH2:1][C:2]1[N:7]=[C:6](Cl)[CH:5]=[C:4]([CH3:9])[N:3]=1.[S:10](=[C:13]1[CH:18]=[CH:17][C:16](B(O)O)=[CH:15][CH2:14]1)(=[O:12])=[O:11].[CH2:22](OCC)C, predict the reaction product. The product is: [CH3:9][C:4]1[CH:5]=[C:6]([C:16]2[CH:17]=[CH:18][C:13]([S:10]([CH3:22])(=[O:12])=[O:11])=[CH:14][CH:15]=2)[N:7]=[C:2]([NH2:1])[N:3]=1. (5) Given the reactants [Cl:1][C:2]1[CH:7]=[CH:6][N:5]=[C:4]([CH2:8][NH:9][C:10]2[O:11][C:12]3[C:18]([O:19][CH3:20])=[CH:17][C:16]([C:21]([OH:23])=O)=[CH:15][C:13]=3[N:14]=2)[CH:3]=1.[CH3:24][C:25]1([CH2:33][CH2:34][OH:35])[O:30][CH2:29][C:28]([CH3:32])([CH3:31])[NH:27][CH2:26]1.C(N(CC)C(C)C)(C)C.CN(C(ON1N=NC2C=CC=NC1=2)=[N+](C)C)C.F[P-](F)(F)(F)(F)F, predict the reaction product. The product is: [Cl:1][C:2]1[CH:7]=[CH:6][N:5]=[C:4]([CH2:8][NH:9][C:10]2[O:11][C:12]3[C:18]([O:19][CH3:20])=[CH:17][C:16]([C:21]([N:27]4[C:28]([CH3:31])([CH3:32])[CH2:29][O:30][C:25]([CH2:33][CH2:34][OH:35])([CH3:24])[CH2:26]4)=[O:23])=[CH:15][C:13]=3[N:14]=2)[CH:3]=1.